This data is from Full USPTO retrosynthesis dataset with 1.9M reactions from patents (1976-2016). The task is: Predict the reactants needed to synthesize the given product. (1) Given the product [F:36][C:2]([F:1])([F:35])[C:3]1[CH:4]=[C:5]([C@H:13]([O:15][C@H:16]2[CH2:25][CH2:24][C:23]3[N:22]=[C:21]([CH2:26][NH2:27])[CH:20]=[CH:19][C:18]=3[C@@H:17]2[C:28]2[CH:29]=[CH:30][C:31]([F:34])=[CH:32][CH:33]=2)[CH3:14])[CH:6]=[C:7]([C:9]([F:10])([F:11])[F:12])[CH:8]=1, predict the reactants needed to synthesize it. The reactants are: [F:1][C:2]([F:36])([F:35])[C:3]1[CH:4]=[C:5]([C@H:13]([O:15][C@H:16]2[CH2:25][CH2:24][C:23]3[N:22]=[C:21]([C:26]#[N:27])[CH:20]=[CH:19][C:18]=3[C@@H:17]2[C:28]2[CH:33]=[CH:32][C:31]([F:34])=[CH:30][CH:29]=2)[CH3:14])[CH:6]=[C:7]([C:9]([F:12])([F:11])[F:10])[CH:8]=1.CC(C[AlH]CC(C)C)C. (2) Given the product [CH3:13][O:14][C:15]1[CH:16]=[C:17]([CH:18]=[CH:19][CH:20]=1)[N:21]=[CH:7][C:6]1[CH:5]=[N:4][C:3]([C:2]([F:12])([F:11])[F:1])=[CH:10][CH:9]=1, predict the reactants needed to synthesize it. The reactants are: [F:1][C:2]([F:12])([F:11])[C:3]1[CH:10]=[CH:9][C:6]([CH:7]=O)=[CH:5][N:4]=1.[CH3:13][O:14][C:15]1[CH:20]=[CH:19][CH:18]=[C:17]([NH2:21])[CH:16]=1. (3) Given the product [O:25]=[C:23]1[C:22]2[C:21](=[CH:29][CH:28]=[CH:27][CH:26]=2)[C:20](=[O:30])[N:24]1[CH:14]1[CH2:15][CH2:16][C:17]([CH3:45])([C:35]([O:34][CH2:32][CH3:31])=[O:36])[CH2:18][CH2:19]1, predict the reactants needed to synthesize it. The reactants are: [C:14]1(P([C:14]2[CH:19]=[CH:18][CH:17]=[CH:16][CH:15]=2)[C:14]2[CH:19]=[CH:18][CH:17]=[CH:16][CH:15]=2)[CH:19]=[CH:18][CH:17]=[CH:16][CH:15]=1.[C:20]1(=[O:30])[NH:24][C:23](=[O:25])[C:22]2=[CH:26][CH:27]=[CH:28][CH:29]=[C:21]12.[CH3:31][CH:32]([O:34][C:35](/N=N/[C:35]([O:34][CH:32](C)[CH3:31])=[O:36])=[O:36])C.[CH2:45]1COCC1.